The task is: Predict which catalyst facilitates the given reaction.. This data is from Catalyst prediction with 721,799 reactions and 888 catalyst types from USPTO. Reactant: [OH-].[Na+].[NH2:3][C:4]([NH:6][CH2:7][CH2:8][O:9][C:10]1[CH:15]=[CH:14][C:13]([C:16]2[N:20]([C:21]3[CH:26]=[CH:25][C:24]([O:27][CH3:28])=[CH:23][CH:22]=3)[N:19]=[C:18]([C:29]([O:31]CC)=[O:30])[CH:17]=2)=[CH:12][CH:11]=1)=[O:5]. Product: [NH2:3][C:4]([NH:6][CH2:7][CH2:8][O:9][C:10]1[CH:15]=[CH:14][C:13]([C:16]2[N:20]([C:21]3[CH:26]=[CH:25][C:24]([O:27][CH3:28])=[CH:23][CH:22]=3)[N:19]=[C:18]([C:29]([OH:31])=[O:30])[CH:17]=2)=[CH:12][CH:11]=1)=[O:5]. The catalyst class is: 36.